This data is from HIV replication inhibition screening data with 41,000+ compounds from the AIDS Antiviral Screen. The task is: Binary Classification. Given a drug SMILES string, predict its activity (active/inactive) in a high-throughput screening assay against a specified biological target. (1) The compound is CN(C)c1ccc(C=C(C#N)c2nc(-c3cc4ccccc4oc3=O)cs2)cc1. The result is 0 (inactive). (2) The molecule is O=c1c2ccccc2[se]n1-c1cccnc1. The result is 1 (active). (3) The molecule is CN1Cc2c(ccc3c2OCO3)C2C(O)Cc3cc4c(cc3C21)OCO4. The result is 0 (inactive). (4) The result is 0 (inactive). The drug is COC(=O)C1=C(O)c2cc(OC)c(OC)c(OC)c2C(c2ccc3c(c2)OCO3)C1C(=O)OC. (5) The molecule is Oc1ncnc2c1CN(c1ccccc1)C2. The result is 0 (inactive). (6) The compound is O=C(O)c1cnn2c(=S)[nH]cnc12. The result is 0 (inactive). (7) The result is 0 (inactive). The drug is CCOC(=O)c1c2cccccc2n2c(=O)cc(C)nc12. (8) The compound is Nc1ccc(I)cn1. The result is 0 (inactive). (9) The compound is COc1cccc2c1C(=O)c1c(O)c3c(c(O)c1C2=O)CC(O)(C(C)=NO)CC3OC1CC(N)C(O)C(C)O1. The result is 0 (inactive). (10) The result is 0 (inactive). The drug is Cc1nn(-c2ccccc2)c(=O)n2c1nc1ccccc12.